Binary Classification. Given a miRNA mature sequence and a target amino acid sequence, predict their likelihood of interaction. From a dataset of Experimentally validated miRNA-target interactions with 360,000+ pairs, plus equal number of negative samples. (1) The miRNA is hsa-miR-561-3p with sequence CAAAGUUUAAGAUCCUUGAAGU. The protein sequence of the target gene is MSKMPAKKKSCFQITSVTTAQVATSITEDTESLDDPDESRTEDVSSEIFDVSRATDYGPEEVCERSSSEETLNNVGDAETPGTVSPNLLLDGQLAAAAAAPANGGGVVSARSVSGALASTLAAAATSAPAPGAPGGPQLAGSSAGPVTAAPSQPPTTCSSRFRVIKLDHGSGEPYRRGRWTCMEYYERDSDSSVLTRSGDCIRHSSTFDQTAERDSGLGATGGSVVVVVASMQGAHGPESGTDSSLTAVSQLPPSEKMSQPTPAQPQSFSVGQPQPPPPPVGGAVAQSSAPLPPFPGAAT.... Result: 1 (interaction). (2) The miRNA is hsa-miR-769-3p with sequence CUGGGAUCUCCGGGGUCUUGGUU. The protein sequence of the target gene is MEPNSPKKIQFAVPVFQSQIAPEAAEQIRKRRPTPASLVILNEHNPPEIDDKRGPNTQGELQNASPKQRKQSVYTPPTIKGVKHLKGQNESAFPEEEEGTNEREEQRDH. Result: 0 (no interaction). (3) The miRNA is mmu-miR-141-5p with sequence CAUCUUCCAGUGCAGUGUUGGA. The protein sequence of the target gene is MMSYLKQPPYGMNGLGLAGPAMDLLHPSVGYPATPRKQRRERTTFTRSQLDVLEALFAKTRYPDIFMREEVALKINLPESRVQVWFKNRRAKCRQQQQSGNGTKTRPVKKKSSPVRESSGSESSGQFTPPAVSSSASSSSSASSASANPAAAAAAGLGGNPVAAASSLSTPTASSIWSPASISPGSAPTSVSVPEPLAAPSNASCMQRSVAAGAATAAASYPMSYGQGGSYGQGYPAPSSSYFGGVDCSSYLAPMHSHHHPHQLSPMAPSSMAGHHHHHPHAHHPLSQSSGHHHHHHHHH.... Result: 0 (no interaction). (4) The miRNA is hsa-miR-6734-5p with sequence UUGAGGGGAGAAUGAGGUGGAGA. The protein sequence of the target gene is MGPPHSGPGGVRVGALLLLGVLGLVSGLSLEPVYWNSANKRFQAEGGYVLYPQIGDRLDLLCPRARPPGPHSSPNYEFYKLYLVGGAQGRRCEAPPAPNLLLTCDRPDLDLRFTIKFQEYSPNLWGHEFRSHHDYYIIATSDGTREGLESLQGGVCLTRGMKVLLRVGQSPRGGAVPRKPVSEMPMERDRGAAHSLEPGKENLPGDPTSNATSRGAEGPLPPPSMPAVAGAAGGLALLLLGVAGAGGAMCWRRRRAKPSESRHPGPGSFGRGGSLGLGGGGGMGPREAEPGELGIALRGG.... Result: 0 (no interaction).